Dataset: Reaction yield outcomes from USPTO patents with 853,638 reactions. Task: Predict the reaction yield, written as a fraction of the theoretical maximum amount of product (1.0 means a 100% yield; for example, 0.34 means a 34% yield). The reactants are [NH2:1][C:2]1[C:7]([F:8])=[CH:6][N:5]=[C:4]([OH:9])[N:3]=1.[I:10][CH2:11][CH2:12][CH2:13][CH2:14]I. The catalyst is C(#N)C.CCOC(C)=O. The product is [NH2:1][C:2]1[C:7]([F:8])=[CH:6][N:5]([CH2:14][CH2:13][CH2:12][CH2:11][I:10])[C:4](=[O:9])[N:3]=1. The yield is 0.430.